From a dataset of Forward reaction prediction with 1.9M reactions from USPTO patents (1976-2016). Predict the product of the given reaction. (1) Given the reactants [C:1]1([S:7]([C:10]2[CH:11]=[C:12]([N:16]3[CH2:21][CH2:20][N:19](C(OC(C)(C)C)=O)[CH2:18][CH2:17]3)[CH:13]=[CH:14][CH:15]=2)(=[O:9])=[O:8])[CH:6]=[CH:5][CH:4]=[CH:3][CH:2]=1, predict the reaction product. The product is: [C:1]1([S:7]([C:10]2[CH:11]=[C:12]([N:16]3[CH2:21][CH2:20][NH:19][CH2:18][CH2:17]3)[CH:13]=[CH:14][CH:15]=2)(=[O:9])=[O:8])[CH:2]=[CH:3][CH:4]=[CH:5][CH:6]=1. (2) Given the reactants [CH:1]1([CH2:4][O:5][C:6]2[CH:11]=[C:10]([F:12])[CH:9]=[CH:8][C:7]=2[C:13]2[CH:18]=[CH:17][N:16]=[C:15]3[C:19]([C:31]([OH:33])=O)=[C:20]([CH3:30])[N:21]([CH2:22][O:23][CH2:24][CH2:25][Si:26]([CH3:29])([CH3:28])[CH3:27])[C:14]=23)[CH2:3][CH2:2]1.[NH2:34][CH:35]1[CH2:40][CH2:39][N:38]([C:41]([O:43][C:44]([CH3:47])([CH3:46])[CH3:45])=[O:42])[CH2:37][CH2:36]1, predict the reaction product. The product is: [CH:1]1([CH2:4][O:5][C:6]2[CH:11]=[C:10]([F:12])[CH:9]=[CH:8][C:7]=2[C:13]2[CH:18]=[CH:17][N:16]=[C:15]3[C:19]([C:31]([NH:34][CH:35]4[CH2:36][CH2:37][N:38]([C:41]([O:43][C:44]([CH3:47])([CH3:46])[CH3:45])=[O:42])[CH2:39][CH2:40]4)=[O:33])=[C:20]([CH3:30])[N:21]([CH2:22][O:23][CH2:24][CH2:25][Si:26]([CH3:29])([CH3:27])[CH3:28])[C:14]=23)[CH2:2][CH2:3]1. (3) Given the reactants O=[C:2]1[C:11]2[C:6](=[CH:7][CH:8]=[CH:9][CH:10]=2)[O:5][CH:4]([C:12]2[CH:22]=[CH:21][C:15]([C:16]([O:18][CH2:19][CH3:20])=[O:17])=[CH:14][N:13]=2)[CH2:3]1.Cl.[CH2:24]([O:26][NH2:27])[CH3:25].C([O-])(=O)C.[K+], predict the reaction product. The product is: [CH2:24]([O:26][N:27]=[C:2]1[C:11]2[C:6](=[CH:7][CH:8]=[CH:9][CH:10]=2)[O:5][CH:4]([C:12]2[CH:22]=[CH:21][C:15]([C:16]([O:18][CH2:19][CH3:20])=[O:17])=[CH:14][N:13]=2)[CH2:3]1)[CH3:25]. (4) Given the reactants [CH:1]([CH:5]([N:34]([CH3:51])[C:35]([CH:37]([NH:41][C:42](=[O:50])[CH:43]([N:47]([CH3:49])[CH3:48])[CH:44]([CH3:46])[CH3:45])[CH:38]([CH3:40])[CH3:39])=[O:36])[CH:6]([O:32][CH3:33])[CH2:7][C:8]([N:10]1[CH2:14][CH2:13][CH2:12][CH:11]1[CH:15]([S:30][CH3:31])[CH:16]([C:18](=[O:29])[NH:19][CH2:20][CH2:21][C:22]1[CH:27]=[CH:26][CH:25]=[C:24]([OH:28])[CH:23]=1)[CH3:17])=[O:9])([CH2:3][CH3:4])[CH3:2].[CH2:52]([N:54]=[C:55]=[O:56])[CH3:53].C(N(C(C)C)CC)(C)C, predict the reaction product. The product is: [CH3:49][N:47]([CH3:48])[CH:43]([CH:44]([CH3:46])[CH3:45])[C:42]([NH:41][CH:37]([CH:38]([CH3:39])[CH3:40])[C:35]([N:34]([CH3:51])[CH:5]([CH:1]([CH3:2])[CH2:3][CH3:4])[CH:6]([O:32][CH3:33])[CH2:7][C:8]([N:10]1[CH2:14][CH2:13][CH2:12][CH:11]1[CH:15]([S:30][CH3:31])[CH:16]([CH3:17])[C:18]([NH:19][CH2:20][CH2:21][C:22]1[CH:23]=[C:24]([O:28][C:55](=[O:56])[NH:54][CH2:52][CH3:53])[CH:25]=[CH:26][CH:27]=1)=[O:29])=[O:9])=[O:36])=[O:50]. (5) Given the reactants O[C:2]1[C:10]2[C:9]([C:11]([O:13][CH3:14])=[O:12])=[C:8]([CH2:15][CH2:16][C:17]([O:19][CH3:20])=[O:18])[N:7]=[CH:6][C:5]=2[O:4][C:3]=1C(OC)=O.Cl.C[Si](C=[N+]=[N-])(C)C.C(OCC)C, predict the reaction product. The product is: [CH3:20][O:19][C:17](=[O:18])[CH2:16][CH2:15][C:8]1[N:7]=[CH:6][C:5]2[O:4][CH2:3][CH2:2][C:10]=2[C:9]=1[C:11]([O:13][CH3:14])=[O:12]. (6) Given the reactants [NH:1]([C:8]([C@H:10]1[N:14]2[C:15](=[O:37])[C:16]([N:19]([CH2:30][C:31]3[CH:36]=[CH:35][CH:34]=[CH:33][CH:32]=3)[C:20]([O:22][CH2:23][C:24]3[CH:29]=[CH:28][CH:27]=[CH:26][CH:25]=3)=[O:21])=[CH:17][N:18]=[C:13]2[C@@H:12]([CH2:38][C:39]([O:41][C:42]([CH3:45])([CH3:44])[CH3:43])=[O:40])[CH2:11]1)=[O:9])[C:2]1[CH:7]=[CH:6][CH:5]=[CH:4][CH:3]=1.[CH3:46][C:47]([O:50][C:51](O[C:51]([O:50][C:47]([CH3:49])([CH3:48])[CH3:46])=[O:52])=[O:52])([CH3:49])[CH3:48], predict the reaction product. The product is: [CH2:30]([N:19]([C:20]([O:22][CH2:23][C:24]1[CH:25]=[CH:26][CH:27]=[CH:28][CH:29]=1)=[O:21])[C:16]1[C:15](=[O:37])[N:14]2[C@H:10]([C:8]([N:1]([C:51]([O:50][C:47]([CH3:49])([CH3:48])[CH3:46])=[O:52])[C:2]3[CH:7]=[CH:6][CH:5]=[CH:4][CH:3]=3)=[O:9])[CH2:11][C@H:12]([CH2:38][C:39]([O:41][C:42]([CH3:45])([CH3:44])[CH3:43])=[O:40])[C:13]2=[N:18][CH:17]=1)[C:31]1[CH:36]=[CH:35][CH:34]=[CH:33][CH:32]=1. (7) Given the reactants C[Mg+].[Br-].[CH3:4][C:5]1[NH:6][C:7]2[C:12]([CH:13]=1)=[CH:11][CH:10]=[CH:9][CH:8]=2.[CH3:14][C:15]1[C:24]2[C:19](=[CH:20][CH:21]=[CH:22][CH:23]=2)[C:18]([C:25](Cl)=[O:26])=[CH:17][CH:16]=1, predict the reaction product. The product is: [CH3:4][C:5]1[NH:6][C:7]2[C:12]([C:13]=1[C:25]([C:18]1[C:19]3[C:24](=[CH:23][CH:22]=[CH:21][CH:20]=3)[C:15]([CH3:14])=[CH:16][CH:17]=1)=[O:26])=[CH:11][CH:10]=[CH:9][CH:8]=2.